Dataset: Forward reaction prediction with 1.9M reactions from USPTO patents (1976-2016). Task: Predict the product of the given reaction. (1) Given the reactants Cl[C:2]1[N:3]=[C:4]2[C:9](=[CH:10][CH:11]=1)[N:8]=[CH:7][C:6]([C:12]([CH:14]1[CH2:16][CH2:15]1)=[O:13])=[C:5]2[NH:17][C:18]1[CH:19]=[CH:20][C:21]([N:24]2[CH2:29][CH2:28][CH2:27][C@H:26]([NH:30][C:31](=[O:37])[O:32][C:33]([CH3:36])([CH3:35])[CH3:34])[CH2:25]2)=[N:22][CH:23]=1.[Cl:38][C:39]1[CH:44]=[C:43](B2OC(C)(C)C(C)(C)O2)[CH:42]=[C:41]([F:54])[C:40]=1[OH:55], predict the reaction product. The product is: [CH:14]1([C:12]([C:6]2[CH:7]=[N:8][C:9]3[C:4]([C:5]=2[NH:17][C:18]2[CH:19]=[CH:20][C:21]([N:24]4[CH2:29][CH2:28][CH2:27][C@H:26]([NH:30][C:31](=[O:37])[O:32][C:33]([CH3:35])([CH3:36])[CH3:34])[CH2:25]4)=[N:22][CH:23]=2)=[N:3][C:2]([C:43]2[CH:42]=[C:41]([F:54])[C:40]([OH:55])=[C:39]([Cl:38])[CH:44]=2)=[CH:11][CH:10]=3)=[O:13])[CH2:15][CH2:16]1. (2) Given the reactants [Br:1][C:2]1[CH:3]=[C:4]([OH:8])[CH:5]=[CH:6][CH:7]=1.[Br:9][C:10]1[CH:11]=[C:12]([CH:15]=[CH:16][CH:17]=1)[CH2:13]Br.C([O-])([O-])=O.[K+].[K+], predict the reaction product. The product is: [Br:9][C:10]1[CH:11]=[C:12]([CH2:13][O:8][C:4]2[CH:3]=[C:2]([Br:1])[CH:7]=[CH:6][CH:5]=2)[CH:15]=[CH:16][CH:17]=1. (3) Given the reactants C[O:2][C:3]([C:5]1[CH:10]=[CH:9][N:8]=[C:7]([CH2:11][C:12]2[CH:13]=[C:14]3[C:18](=[CH:19][CH:20]=2)[N:17](C(OC(C)(C)C)=O)[CH:16]=[C:15]3[CH3:28])[CH:6]=1)=[O:4].C(O)(C(F)(F)F)=O.O[Li].O.Cl, predict the reaction product. The product is: [CH3:28][C:15]1[C:14]2[C:18](=[CH:19][CH:20]=[C:12]([CH2:11][C:7]3[CH:6]=[C:5]([CH:10]=[CH:9][N:8]=3)[C:3]([OH:4])=[O:2])[CH:13]=2)[NH:17][CH:16]=1. (4) The product is: [Cl:1][C:2]1[C:7]([C:8]([C:10]2[S:11][CH:12]=[CH:13][CH:14]=2)=[O:9])=[CH:6][N:5]=[C:4]([O:15][C:16]2[CH:21]=[CH:20][CH:19]=[CH:18][C:17]=2[Cl:22])[N:3]=1. Given the reactants [Cl:1][C:2]1[C:7]([CH:8]([C:10]2[S:11][CH:12]=[CH:13][CH:14]=2)[OH:9])=[CH:6][N:5]=[C:4]([O:15][C:16]2[CH:21]=[CH:20][CH:19]=[CH:18][C:17]=2[Cl:22])[N:3]=1, predict the reaction product. (5) Given the reactants C[O:2][C:3]([C:5]1[N:6]([CH2:22][C:23]2[CH:27]=[C:26]([C:28]3[S:29][C:30]([Cl:33])=[CH:31][CH:32]=3)[O:25][N:24]=2)[CH:7]=[C:8]([C:10](=[O:21])[NH:11][CH:12]2[CH2:17][CH2:16][N:15]([CH:18]([CH3:20])[CH3:19])[CH2:14][CH2:13]2)[CH:9]=1)=[O:4].C(O)(C(F)(F)F)=O, predict the reaction product. The product is: [Cl:33][C:30]1[S:29][C:28]([C:26]2[O:25][N:24]=[C:23]([CH2:22][N:6]3[CH:7]=[C:8]([C:10](=[O:21])[NH:11][CH:12]4[CH2:13][CH2:14][N:15]([CH:18]([CH3:20])[CH3:19])[CH2:16][CH2:17]4)[CH:9]=[C:5]3[C:3]([OH:4])=[O:2])[CH:27]=2)=[CH:32][CH:31]=1. (6) Given the reactants [CH3:1][C:2]1[C:11]2[C:6](=[CH:7][CH:8]=[CH:9][CH:10]=2)[N:5]=[C:4]2[CH2:12][CH2:13][CH2:14][CH2:15][CH2:16][C:3]=12.ClC1C=CC=C(C(OO)=[O:25])C=1, predict the reaction product. The product is: [CH3:1][C:2]1[C:11]2[C:6](=[CH:7][CH:8]=[CH:9][CH:10]=2)[N+:5]([O-:25])=[C:4]2[CH2:12][CH2:13][CH2:14][CH2:15][CH2:16][C:3]=12. (7) Given the reactants [CH2:1]([C:4]1[S:31][C:7]2[N:8]=[C:9]([N:25]3[CH2:29][CH2:28][C@H:27]([NH2:30])[CH2:26]3)[N:10]=[C:11]([N:12]3[CH2:17][CH2:16][N:15]4[C:18]([C:21]([F:24])([F:23])[F:22])=[N:19][N:20]=[C:14]4[CH2:13]3)[C:6]=2[CH:5]=1)[CH2:2][CH3:3].C(N(CC)CC)C.[CH2:39]([O:41][C:42](Cl)=[O:43])[CH3:40], predict the reaction product. The product is: [CH2:39]([O:41][C:42](=[O:43])[NH:30][C@H:27]1[CH2:28][CH2:29][N:25]([C:9]2[N:10]=[C:11]([N:12]3[CH2:17][CH2:16][N:15]4[C:18]([C:21]([F:22])([F:23])[F:24])=[N:19][N:20]=[C:14]4[CH2:13]3)[C:6]3[CH:5]=[C:4]([CH2:1][CH2:2][CH3:3])[S:31][C:7]=3[N:8]=2)[CH2:26]1)[CH3:40]. (8) Given the reactants [OH:1]S(O)(=O)=O.[Br:6][C:7]1[CH:16]=[CH:15][C:14]([CH3:17])=[C:13]2[C:8]=1[CH:9]=[CH:10][CH:11]=N2.[OH-:18].[NH4+:19], predict the reaction product. The product is: [Br:6][C:7]1[CH:16]=[CH:15][C:14]([C:17]([OH:1])=[O:18])=[C:13]2[C:8]=1[CH:9]=[CH:10][CH:11]=[N:19]2. (9) Given the reactants C(=O)([O-])[O-].[K+].[K+].[CH:7](I)([CH3:9])[CH3:8].[OH:11][C:12]1[CH:21]=[CH:20][C:15]2[S:16][C:17](=[O:19])[O:18][C:14]=2[CH:13]=1.O, predict the reaction product. The product is: [CH:7]([O:11][C:12]1[CH:21]=[CH:20][C:15]2[S:16][C:17](=[O:19])[O:18][C:14]=2[CH:13]=1)([CH3:9])[CH3:8].